Dataset: Full USPTO retrosynthesis dataset with 1.9M reactions from patents (1976-2016). Task: Predict the reactants needed to synthesize the given product. (1) Given the product [Cl:8][C:6]1[N:7]=[C:2]([N:25]2[C:26]3[CH:32]=[CH:31][CH:30]=[CH:29][C:27]=3[N:28]=[C:24]2[CH:23]([F:22])[F:33])[N:3]=[C:4]([N:9]2[CH2:15][C:11]3([CH2:14][O:13][CH2:12]3)[CH2:10]2)[N:5]=1, predict the reactants needed to synthesize it. The reactants are: Cl[C:2]1[N:7]=[C:6]([Cl:8])[N:5]=[C:4]([N:9]2[CH2:15][C:11]3([CH2:14][O:13][CH2:12]3)[CH2:10]2)[N:3]=1.C(=O)([O-])[O-].[K+].[K+].[F:22][CH:23]([F:33])[C:24]1[NH:28][C:27]2[CH:29]=[CH:30][CH:31]=[CH:32][C:26]=2[N:25]=1. (2) Given the product [CH3:27][O:26][C:19]1[CH:20]=[C:21]([CH:24]=[CH:25][C:18]=1[O:17][CH2:8][C:9]1[CH:14]=[CH:13][C:12]([O:15][CH3:16])=[CH:11][CH:10]=1)[CH:22]=[O:23], predict the reactants needed to synthesize it. The reactants are: C(=O)([O-])[O-].[K+].[K+].Cl[CH2:8][C:9]1[CH:14]=[CH:13][C:12]([O:15][CH3:16])=[CH:11][CH:10]=1.[OH:17][C:18]1[CH:25]=[CH:24][C:21]([CH:22]=[O:23])=[CH:20][C:19]=1[O:26][CH3:27]. (3) Given the product [CH:1]1([CH2:5][O:6][C:7]2[N:8]=[CH:9][C:10]([C:13]([OH:15])=[O:14])=[N:11][CH:12]=2)[CH2:2][CH2:3][CH2:4]1, predict the reactants needed to synthesize it. The reactants are: [CH:1]1([CH2:5][O:6][C:7]2[N:8]=[CH:9][C:10]([C:13]([O:15]CC)=[O:14])=[N:11][CH:12]=2)[CH2:4][CH2:3][CH2:2]1.[OH-].[Na+].